This data is from Catalyst prediction with 721,799 reactions and 888 catalyst types from USPTO. The task is: Predict which catalyst facilitates the given reaction. (1) Reactant: [CH3:1][C:2]1[C:6]([CH3:7])=[C:5]([NH:8][C:9](=[O:16])OCC(Cl)(Cl)Cl)[O:4][N:3]=1.[CH2:17]([C:19]1[S:23][C:22]([N:24]2[CH2:29][CH2:28][NH:27][CH2:26][CH2:25]2)=[N:21][C:20]=1[C:30]1[CH:35]=[CH:34][CH:33]=[CH:32][CH:31]=1)[CH3:18].C(N(C(C)C)CC)(C)C.O. Product: [CH3:1][C:2]1[C:6]([CH3:7])=[C:5]([NH:8][C:9]([N:27]2[CH2:28][CH2:29][N:24]([C:22]3[S:23][C:19]([CH2:17][CH3:18])=[C:20]([C:30]4[CH:35]=[CH:34][CH:33]=[CH:32][CH:31]=4)[N:21]=3)[CH2:25][CH2:26]2)=[O:16])[O:4][N:3]=1. The catalyst class is: 16. (2) Reactant: [N:1]1([CH2:7][C:8]2[CH:16]=[CH:15][C:11]([C:12]([OH:14])=[O:13])=[CH:10][CH:9]=2)[CH2:6][CH2:5][NH:4][CH2:3][CH2:2]1.[CH2:17]([O:19][P:20]([CH2:25]Cl)(=[O:24])[O:21][CH2:22][CH3:23])[CH3:18].C(=O)([O-])[O-].[K+].[K+]. Product: [CH2:17]([O:19][P:20]([CH2:25][N:4]1[CH2:5][CH2:6][N:1]([CH2:7][C:8]2[CH:16]=[CH:15][C:11]([C:12]([OH:14])=[O:13])=[CH:10][CH:9]=2)[CH2:2][CH2:3]1)([O:21][CH2:22][CH3:23])=[O:24])[CH3:18]. The catalyst class is: 823. (3) Reactant: [CH:1]([NH2:4])([CH3:3])[CH3:2].[CH:5]([N:8]=[C:9]=[O:10])([CH3:7])[CH3:6].[C:11](Cl)(=[O:16])[CH2:12][C:13](Cl)=[O:14]. Product: [CH3:2][CH:1]([N:4]1[C:13](=[O:14])[CH2:12][C:11](=[O:16])[N:8]([CH:5]([CH3:7])[CH3:6])[C:9]1=[O:10])[CH3:3]. The catalyst class is: 4. (4) Reactant: [CH3:1][O:2][C:3]1[N:8]=[CH:7][C:6]([N:9]2[C:18]3[C:13](=[CH:14][CH:15]=[CH:16][N:17]=3)[CH:12]=[C:11]([C:19](OC3CCCC(=O)C=3)=[O:20])[C:10]2=[O:29])=[CH:5][CH:4]=1.C(N(CC)CC)C.C[C:38]([CH3:42])([OH:41])[C:39]#N.[C:43](O)(=O)[CH2:44][C:45](CC(O)=O)(C(O)=O)[OH:46]. Product: [OH:46][C:45]1[CH2:44][CH2:43][CH2:42][C:38](=[O:41])[C:39]=1[C:19]([C:11]1[C:10](=[O:29])[N:9]([C:6]2[CH:7]=[N:8][C:3]([O:2][CH3:1])=[CH:4][CH:5]=2)[C:18]2[C:13]([CH:12]=1)=[CH:14][CH:15]=[CH:16][N:17]=2)=[O:20]. The catalyst class is: 4. (5) Reactant: [CH3:1][CH2:2][N:3]([C:6]1[CH:7]=[CH:8][C:9]2[C:24]([C:25]3[CH:26]=[CH:27][CH:28]=[CH:29][C:30]=3[C:31]([CH3:33])=[O:32])=[C:23]3[C:13](=[CH:14][C:15]([CH:21]=[CH:22]3)=[N+:16]([CH2:19][CH3:20])[CH2:17][CH3:18])[O:12][C:10]=2[CH:11]=1)[CH2:4][CH3:5]. Product: [CH3:1][CH2:2][N:3]([C:6]1[CH:7]=[CH:8][C:9]2[C:24]([C:25]3[CH:26]=[CH:27][CH:28]=[CH:29][C:30]=3[C:31]([CH3:33])=[O:32])=[C:23]3[C:13](=[CH:14][C:15]([CH:21]=[CH:22]3)=[N+:16]([CH2:17][CH3:18])[CH2:19][CH3:20])[O:12][C:10]=2[CH:11]=1)[CH2:4][CH3:5].[OH2:12]. The catalyst class is: 6. (6) Reactant: [OH:1][C@@H:2]([C:7]1[CH:12]=[CH:11][CH:10]=[CH:9][CH:8]=1)[CH2:3][C:4]([OH:6])=O.[CH3:13][O:14][C:15]1[CH:16]=[C:17]([N:23]2[CH2:28][CH2:27][NH:26][CH2:25][CH2:24]2)[CH:18]=[CH:19][C:20]=1[O:21][CH3:22].C(Cl)CCl.C1C=CC2N(O)N=NC=2C=1.[CH2:43]([NH2:51])[CH2:44][C:45]1[CH:50]=[CH:49][CH:48]=[CH:47][CH:46]=1.[O:52]1CCC[CH2:53]1. Product: [CH3:13][O:14][C:15]1[CH:16]=[C:17]([N:23]2[CH2:24][CH2:25][N:26]([C:4](=[O:6])[CH2:3][C@@H:2]([O:1][C:53](=[O:52])[NH:51][CH2:43][CH2:44][C:45]3[CH:50]=[CH:49][CH:48]=[CH:47][CH:46]=3)[C:7]3[CH:12]=[CH:11][CH:10]=[CH:9][CH:8]=3)[CH2:27][CH2:28]2)[CH:18]=[CH:19][C:20]=1[O:21][CH3:22]. The catalyst class is: 6. (7) Reactant: [NH2:1][C:2]1[CH:3]=[C:4]([C:8]#[C:9][C:10]2[C:11]([NH:16][C:17]3[CH:22]=[CH:21][C:20]([O:23][CH2:24][C:25]4[CH:30]=[CH:29][CH:28]=[C:27]([F:31])[CH:26]=4)=[C:19]([Cl:32])[CH:18]=3)=[N:12][CH:13]=[N:14][CH:15]=2)[CH:5]=[CH:6][CH:7]=1.[CH3:33][S:34][CH2:35][CH2:36][C:37](Cl)=[O:38]. Product: [Cl:32][C:19]1[CH:18]=[C:17]([NH:16][C:11]2[C:10]([C:9]#[C:8][C:4]3[CH:3]=[C:2]([NH:1][C:37](=[O:38])[CH2:36][CH2:35][S:34][CH3:33])[CH:7]=[CH:6][CH:5]=3)=[CH:15][N:14]=[CH:13][N:12]=2)[CH:22]=[CH:21][C:20]=1[O:23][CH2:24][C:25]1[CH:30]=[CH:29][CH:28]=[C:27]([F:31])[CH:26]=1. The catalyst class is: 4. (8) Reactant: C([O:3][CH2:4][CH2:5][O:6][NH:7][C:8]([C:10]1[N:18]([CH2:19][CH2:20][O:21][Si](C(C)C)(C(C)C)C(C)C)[C:17]2[CH:16]=[CH:15][N:14]=[CH:13][C:12]=2[C:11]=1[NH:32][C:33]1[CH:38]=[CH:37][C:36]([I:39])=[CH:35][C:34]=1[F:40])=[O:9])=C.[F-].C([NH3+])(C)(C)C. Product: [OH:3][CH2:4][CH2:5][O:6][NH:7][C:8]([C:10]1[N:18]([CH2:19][CH2:20][OH:21])[C:17]2[CH:16]=[CH:15][N:14]=[CH:13][C:12]=2[C:11]=1[NH:32][C:33]1[CH:38]=[CH:37][C:36]([I:39])=[CH:35][C:34]=1[F:40])=[O:9]. The catalyst class is: 1.